Dataset: Catalyst prediction with 721,799 reactions and 888 catalyst types from USPTO. Task: Predict which catalyst facilitates the given reaction. Reactant: [OH:1][C:2]1[CH:7]=[CH:6][C:5]([CH2:8][CH2:9][C:10]([O:12][CH2:13][CH3:14])=[O:11])=[C:4]([CH3:15])[C:3]=1[CH3:16].[CH2:17]([C:19]1[O:20][C:21]2[C:27]([CH2:28]O)=[CH:26][C:25]([F:30])=[CH:24][C:22]=2[CH:23]=1)[CH3:18].C1(P(C2C=CC=CC=2)C2C=CC=CC=2)C=CC=CC=1.N(C(OCC)=O)=NC(OCC)=O. Product: [CH2:17]([C:19]1[O:20][C:21]2[C:27]([CH2:28][O:1][C:2]3[CH:7]=[CH:6][C:5]([CH2:8][CH2:9][C:10]([O:12][CH2:13][CH3:14])=[O:11])=[C:4]([CH3:15])[C:3]=3[CH3:16])=[CH:26][C:25]([F:30])=[CH:24][C:22]=2[CH:23]=1)[CH3:18]. The catalyst class is: 7.